Task: Predict the reaction yield, written as a fraction of the theoretical maximum amount of product (1.0 means a 100% yield; for example, 0.34 means a 34% yield).. Dataset: Reaction yield outcomes from USPTO patents with 853,638 reactions (1) The reactants are Br[CH2:2][C:3]1[CH:12]=[CH:11][C:6]([C:7]([O:9][CH3:10])=[O:8])=[CH:5][C:4]=1[O:13][CH3:14].C(=O)([O-])[OH:16].[Na+].O. The catalyst is CS(C)=O. The product is [CH:2]([C:3]1[CH:12]=[CH:11][C:6]([C:7]([O:9][CH3:10])=[O:8])=[CH:5][C:4]=1[O:13][CH3:14])=[O:16]. The yield is 0.390. (2) The reactants are [Cl:1][C:2]1[CH:7]=[C:6]([O:8][C:9]2[C:18]3[C:13](=[CH:14][C:15]([OH:21])=[C:16]([O:19][CH3:20])[CH:17]=3)[N:12]=[CH:11][CH:10]=2)[CH:5]=[CH:4][C:3]=1[NH:22][C:23]([NH:25][C:26]1[CH:31]=[CH:30][C:29]([F:32])=[CH:28][C:27]=1[F:33])=[O:24].C(=O)([O-])[O-].[K+].[K+].CC1C=CC(S(O[CH2:51][CH2:52][N:53]2[CH:57]=[CH:56][N:55]=[N:54]2)(=O)=O)=CC=1. The catalyst is CN(C)C=O. The product is [Cl:1][C:2]1[CH:7]=[C:6]([O:8][C:9]2[C:18]3[C:13](=[CH:14][C:15]([O:21][CH2:51][CH2:52][N:53]4[CH:57]=[CH:56][N:55]=[N:54]4)=[C:16]([O:19][CH3:20])[CH:17]=3)[N:12]=[CH:11][CH:10]=2)[CH:5]=[CH:4][C:3]=1[NH:22][C:23]([NH:25][C:26]1[CH:31]=[CH:30][C:29]([F:32])=[CH:28][C:27]=1[F:33])=[O:24]. The yield is 0.720. (3) The reactants are Br[C:2]1[CH:3]=[N:4][CH:5]=[C:6]2[C:11]=1[N:10]=[C:9]([C:12]([O:14][CH3:15])=[O:13])[CH:8]=[CH:7]2.C(=O)([O-])[O-].[Cs+].[Cs+].C1C=CC(P(C2C(C3C(P(C4C=CC=CC=4)C4C=CC=CC=4)=CC=C4C=3C=CC=C4)=C3C(C=CC=C3)=CC=2)C2C=CC=CC=2)=CC=1.[NH:68]1[CH2:73][CH2:72][O:71][CH2:70][CH2:69]1. The catalyst is C1(C)C=CC=CC=1. The product is [O:71]1[CH2:72][CH2:73][N:68]([C:2]2[CH:3]=[N:4][CH:5]=[C:6]3[C:11]=2[N:10]=[C:9]([C:12]([O:14][CH3:15])=[O:13])[CH:8]=[CH:7]3)[CH2:69][CH2:70]1. The yield is 0.470. (4) The reactants are C(O)(C(F)(F)F)=O.[NH2:8][C:9]1[N:14]=[CH:13][N:12]=[C:11]([C:15]2[N:19](COCC[Si](C)(C)C)[C:18]([C:28]3[CH:33]=[C:32]([Cl:34])[CH:31]=[CH:30][C:29]=3[CH3:35])=[C:17]([C:36]#[N:37])[CH:16]=2)[CH:10]=1. The catalyst is C(Cl)Cl. The product is [NH2:8][C:9]1[N:14]=[CH:13][N:12]=[C:11]([C:15]2[NH:19][C:18]([C:28]3[CH:33]=[C:32]([Cl:34])[CH:31]=[CH:30][C:29]=3[CH3:35])=[C:17]([C:36]#[N:37])[CH:16]=2)[CH:10]=1. The yield is 0.650. (5) The reactants are F.F.F.C(N(CC)CC)C.C(N(CC)CC)C.[Si]([O:35][CH2:36][C@H:37]1[O:41][C@@H:40]([N:42]2[CH:49]=[C:48]([CH3:50])[C:46](=[O:47])[NH:45][C:43]2=[O:44])[C@H:39]([O:51][CH2:52][CH2:53][O:54][N:55]([CH3:57])[CH3:56])[C@@H:38]1[OH:58])(C(C)(C)C)(C1C=CC=CC=1)C1C=CC=CC=1.CO. The catalyst is C1COCC1.C(Cl)Cl. The product is [CH3:56][N:55]([CH3:57])[O:54][CH2:53][CH2:52][O:51][C@@H:39]1[C@H:38]([OH:58])[C@@H:37]([CH2:36][OH:35])[O:41][C@H:40]1[N:42]1[CH:49]=[C:48]([CH3:50])[C:46](=[O:47])[NH:45][C:43]1=[O:44]. The yield is 0.925. (6) The reactants are [C:1]([C:4]1[C:22](=[O:23])[C@@:8]2([CH3:24])[C:9]3[C:15]([OH:16])=[CH:14][C:13]([O:17][CH3:18])=[C:12]([C:19]([NH2:21])=[O:20])[C:10]=3[O:11][C:7]2=[CH:6][C:5]=1[OH:25])(=[O:3])[CH3:2].[Cl:26][C:27]1[CH:45]=[CH:44][CH:43]=[CH:42][C:28]=1[O:29][C:30]1[C:39]2[C:34](=[CH:35][CH:36]=[CH:37][CH:38]=2)[C:33]([CH:40]=O)=[CH:32][CH:31]=1.C([SiH](CC)CC)C.FC(F)(F)C(O)=O. The catalyst is C(#N)C. The product is [C:1]([C:4]1[C:22](=[O:23])[C@@:8]2([CH3:24])[C:9]3[C:15]([OH:16])=[CH:14][C:13]([O:17][CH3:18])=[C:12]([C:19]([NH:21][CH2:40][C:33]4[C:34]5[C:39](=[CH:38][CH:37]=[CH:36][CH:35]=5)[C:30]([O:29][C:28]5[CH:42]=[CH:43][CH:44]=[CH:45][C:27]=5[Cl:26])=[CH:31][CH:32]=4)=[O:20])[C:10]=3[O:11][C:7]2=[CH:6][C:5]=1[OH:25])(=[O:3])[CH3:2]. The yield is 0.800.